This data is from Full USPTO retrosynthesis dataset with 1.9M reactions from patents (1976-2016). The task is: Predict the reactants needed to synthesize the given product. (1) Given the product [Cl:18][C:19]1[N:23]2[N:24]=[C:25]([C:5]3[CH:4]=[N:3][N:2]([CH3:1])[CH:6]=3)[CH:26]=[CH:27][C:22]2=[N:21][N:20]=1, predict the reactants needed to synthesize it. The reactants are: [CH3:1][N:2]1[CH:6]=[C:5](B2OC(C)(C)C(C)(C)O2)[CH:4]=[N:3]1.[OH-].[Na+].[Cl:18][C:19]1[N:23]2[N:24]=[C:25](Cl)[CH:26]=[CH:27][C:22]2=[N:21][N:20]=1.O. (2) Given the product [Cl:1][C:2]1[CH:3]=[C:4]([C:12]2[S:16][N:15]=[C:14]([C:17]3[C:18]([CH2:27][CH3:28])=[C:19]([CH2:23][CH:24]=[O:25])[CH:20]=[CH:21][CH:22]=3)[N:13]=2)[CH:5]=[CH:6][C:7]=1[O:8][CH:9]([CH3:11])[CH3:10], predict the reactants needed to synthesize it. The reactants are: [Cl:1][C:2]1[CH:3]=[C:4]([C:12]2[S:16][N:15]=[C:14]([C:17]3[CH:22]=[CH:21][CH:20]=[C:19](/[CH:23]=[CH:24]/[O:25]C)[C:18]=3[CH2:27][CH3:28])[N:13]=2)[CH:5]=[CH:6][C:7]=1[O:8][CH:9]([CH3:11])[CH3:10]. (3) Given the product [CH2:1]([O:5][C:6]1[CH:11]=[CH:10][C:9]([S:12]([NH:22][C:20]2[N:19]([C:23]3[CH:32]=[CH:31][CH:30]=[C:29]4[C:24]=3[CH:25]=[CH:26][CH:27]=[N:28]4)[N:18]=[C:17]([CH3:16])[CH:21]=2)(=[O:14])=[O:13])=[CH:8][CH:7]=1)[CH:2]([CH3:4])[CH3:3], predict the reactants needed to synthesize it. The reactants are: [CH2:1]([O:5][C:6]1[CH:11]=[CH:10][C:9]([S:12](Cl)(=[O:14])=[O:13])=[CH:8][CH:7]=1)[CH:2]([CH3:4])[CH3:3].[CH3:16][C:17]1[CH:21]=[C:20]([NH2:22])[N:19]([C:23]2[CH:32]=[CH:31][CH:30]=[C:29]3[C:24]=2[CH:25]=[CH:26][CH:27]=[N:28]3)[N:18]=1.C(=O)(O)[O-].[Na+]. (4) Given the product [Br:1][C:2]1[C:6]2=[N:7][C:8]([C:11]([OH:13])=[O:12])=[CH:9][CH:10]=[C:5]2[S:4][CH:3]=1, predict the reactants needed to synthesize it. The reactants are: [Br:1][C:2]1[C:6]2=[N:7][C:8]([C:11]([O:13]C)=[O:12])=[CH:9][CH:10]=[C:5]2[S:4][CH:3]=1.O.[Li+].[OH-].Cl. (5) The reactants are: [CH3:1][O:2][CH:3]1[C:8]([O:11][CH3:12])([O:9][CH3:10])[CH2:7][CH2:6][N:5](C(OC(C)(C)C)=O)[CH2:4]1.C(Cl)Cl.FC(F)(F)C(O)=O. Given the product [CH3:1][O:2][CH:3]1[C:8]([O:11][CH3:12])([O:9][CH3:10])[CH2:7][CH2:6][NH:5][CH2:4]1, predict the reactants needed to synthesize it.